From a dataset of Full USPTO retrosynthesis dataset with 1.9M reactions from patents (1976-2016). Predict the reactants needed to synthesize the given product. (1) The reactants are: [CH:1]1([C:4]2[N:9]=[CH:8][C:7]([CH2:10][NH:11][C:12](=O)[O:13]C(C)(C)C)=[CH:6][C:5]=2[C:19]2[NH:23][C:22](=[O:24])[N:21]([C:25]3[CH:30]=[CH:29][C:28]([C:31]([F:34])([F:33])[F:32])=[CH:27][CH:26]=3)[N:20]=2)[CH2:3][CH2:2]1.Cl. Given the product [CH:1]1([C:4]2[N:9]=[CH:8][C:7]([CH2:10][NH:11][C:12](=[O:13])[C:1]([CH3:4])([CH3:3])[CH3:2])=[CH:6][C:5]=2[C:19]2[NH:23][C:22](=[O:24])[N:21]([C:25]3[CH:30]=[CH:29][C:28]([C:31]([F:32])([F:34])[F:33])=[CH:27][CH:26]=3)[N:20]=2)[CH2:3][CH2:2]1, predict the reactants needed to synthesize it. (2) Given the product [NH2:34][C:35]1[C:40]([C:41]#[N:42])=[C:39]([NH:43][C@H:44]([C:46]2[NH:47][C:48]3[C:53]([C:54](=[O:64])[C:55]=2[C:56]2[CH:61]=[C:60]([F:62])[CH:59]=[C:58]([F:63])[CH:57]=2)=[CH:52][C:51]([F:65])=[CH:50][CH:49]=3)[CH3:45])[N:38]=[CH:37][N:36]=1, predict the reactants needed to synthesize it. The reactants are: FC1C=C(C2C(=O)C3C(=CC=C(F)C=3)NC=2[C@@H](N2C(=O)C3C(=CC=CC=3)C2=O)C)C=C(F)C=1.[NH2:34][C:35]1[C:40]([C:41]#[N:42])=[C:39]([NH:43][CH:44]([C:46]2[N:47](C)[C:48]3[C:53]([C:54](=[O:64])[C:55]=2[C:56]2[CH:61]=[C:60]([F:62])[CH:59]=[C:58]([F:63])[CH:57]=2)=[CH:52][C:51]([F:65])=[CH:50][CH:49]=3)[CH3:45])[N:38]=[CH:37][N:36]=1.